This data is from Peptide-MHC class II binding affinity with 134,281 pairs from IEDB. The task is: Regression. Given a peptide amino acid sequence and an MHC pseudo amino acid sequence, predict their binding affinity value. This is MHC class II binding data. (1) The MHC is DRB1_1101 with pseudo-sequence DRB1_1101. The peptide sequence is RCYSLYIAENGELTE. The binding affinity (normalized) is 0.145. (2) The peptide sequence is FVAGAKYMVIQGEPG. The MHC is HLA-DQA10102-DQB10602 with pseudo-sequence HLA-DQA10102-DQB10602. The binding affinity (normalized) is 0.648. (3) The peptide sequence is TESHVKISRTIYRGVSP. The MHC is DRB1_1501 with pseudo-sequence DRB1_1501. The binding affinity (normalized) is 0.449. (4) The peptide sequence is CVPKVTFTVEKGSNE. The MHC is DRB3_0202 with pseudo-sequence DRB3_0202. The binding affinity (normalized) is 0. (5) The peptide sequence is MVGTILEMLGHRLDD. The MHC is DRB5_0101 with pseudo-sequence DRB5_0101. The binding affinity (normalized) is 0.705. (6) The peptide sequence is VFSPGRKNGSFIIDG. The MHC is DRB1_0301 with pseudo-sequence DRB1_0301. The binding affinity (normalized) is 0.433. (7) The peptide sequence is RSPISNMVSMANNHM. The MHC is DRB1_0401 with pseudo-sequence DRB1_0401. The binding affinity (normalized) is 0.0325. (8) The peptide sequence is AARLLSIRAMSTKFS. The MHC is DRB1_0802 with pseudo-sequence DRB1_0802. The binding affinity (normalized) is 0.134.